From a dataset of Forward reaction prediction with 1.9M reactions from USPTO patents (1976-2016). Predict the product of the given reaction. (1) Given the reactants [F:1][C:2]1[CH:7]=[CH:6][C:5]([C@H:8]2[C:13]([C:14](Cl)=[O:15])=[CH:12][N:11]([CH3:17])[C:10](=[O:18])[NH:9]2)=[CH:4][CH:3]=1.[CH3:19][C:20]1[CH:25]=[CH:24][C:23]([N:26]2[CH:30]=[C:29]([CH3:31])[CH:28]=[N:27]2)=[CH:22][C:21]=1[NH2:32].C(#N)CC.N1C=CC=CC=1, predict the reaction product. The product is: [CH3:19][C:20]1[CH:25]=[CH:24][C:23]([N:26]2[CH:30]=[C:29]([CH3:31])[CH:28]=[N:27]2)=[CH:22][C:21]=1[NH:32][C:14]([C:13]1[C@H:8]([C:5]2[CH:6]=[CH:7][C:2]([F:1])=[CH:3][CH:4]=2)[NH:9][C:10](=[O:18])[N:11]([CH3:17])[CH:12]=1)=[O:15]. (2) Given the reactants O[N:2]=[C:3]1[CH2:11][CH:10]2C[C:6]3(NC(=O)OC(C)(C)C)[CH2:7][CH:8]([CH2:13][CH:4]1[CH2:5]3)[CH2:9]2.[ClH:22], predict the reaction product. The product is: [CH3:13][CH2:4][CH2:5][CH2:6][CH2:7][CH2:8][CH2:9][CH2:10][CH2:11][CH2:3][NH2:2].[ClH:22]. (3) Given the reactants [CH:1]1([N:6]2[CH2:12][C:11]([F:14])([F:13])[C:10](=[O:15])[N:9]([CH3:16])[C:8]3[CH:17]=[N:18][C:19]([NH:21][C:22]4[CH:30]=[CH:29][C:25]([C:26]([OH:28])=O)=[CH:24][C:23]=4[O:31][CH2:32][CH3:33])=[N:20][C:7]2=3)[CH2:5][CH2:4][CH2:3][CH2:2]1.ON1C2C=CC=CC=2N=N1.F[P-](F)(F)(F)(F)F.CN(C(N(C)C)=[N+]1C2C=CC=CC=2[N+]([O-])=N1)C.C(N(C(C)C)CC)(C)C.[CH3:77][N:78]([CH3:82])[CH2:79][CH2:80][NH2:81], predict the reaction product. The product is: [CH:1]1([N:6]2[CH2:12][C:11]([F:14])([F:13])[C:10](=[O:15])[N:9]([CH3:16])[C:8]3[CH:17]=[N:18][C:19]([NH:21][C:22]4[CH:30]=[CH:29][C:25]([C:26]([NH:81][CH2:80][CH2:79][N:78]([CH3:82])[CH3:77])=[O:28])=[CH:24][C:23]=4[O:31][CH2:32][CH3:33])=[N:20][C:7]2=3)[CH2:2][CH2:3][CH2:4][CH2:5]1. (4) Given the reactants Br[C:2]1[CH:7]=[CH:6][C:5]([O:8][CH3:9])=[CH:4][CH:3]=1.C(OC(=O)[CH2:14][N:15]=[C:16](C1C=CC=CC=1)C1C=CC=CC=1)C.[O-:30]P([O-])([O-])=O.[K+].[K+].[K+].[CH3:38][NH2:39].Cl, predict the reaction product. The product is: [NH2:39][CH:38]([C:2]1[CH:7]=[CH:6][C:5]([O:8][CH3:9])=[CH:4][CH:3]=1)[C:14]([NH:15][CH3:16])=[O:30]. (5) The product is: [CH3:14][CH:9]([C:2]1[C:1]([CH3:13])=[CH:6][C:5]([CH3:7])=[CH:4][CH:3]=1)[C:10]([NH:24][CH:25]([C:32]1[CH:37]=[CH:36][CH:35]=[C:34]([N+:38]([O-:40])=[O:39])[CH:33]=1)[CH2:26][C:27]([O:29][CH2:30][CH3:31])=[O:28])=[O:11]. Given the reactants [C:1]1([CH3:13])[CH:6]=[C:5]([CH3:7])[CH:4]=[C:3](C)[C:2]=1[CH2:9][C:10](Cl)=[O:11].[CH:14](N(C(C)C)CC)(C)C.Cl.[NH2:24][CH:25]([C:32]1[CH:37]=[CH:36][CH:35]=[C:34]([N+:38]([O-:40])=[O:39])[CH:33]=1)[CH2:26][C:27]([O:29][CH2:30][CH3:31])=[O:28].Cl, predict the reaction product. (6) The product is: [Si:1]([O:8][CH2:9][CH2:10][O:11][C:12]1[CH:13]=[CH:14][C:15]([C:28]2[NH:35][C:33](=[O:34])[C:32]3[C:31](=[CH:39][C:38]([O:40][CH3:41])=[CH:37][C:36]=3[O:42][CH3:43])[N:30]=2)=[N:16][C:17]=1[C:18]1[CH:19]=[CH:20][C:21]([S:24]([CH3:27])(=[O:25])=[O:26])=[CH:22][CH:23]=1)([C:4]([CH3:7])([CH3:6])[CH3:5])([CH3:3])[CH3:2]. Given the reactants [Si:1]([O:8][CH2:9][CH2:10][O:11][C:12]1[CH:13]=[CH:14][C:15]([CH:28]=O)=[N:16][C:17]=1[C:18]1[CH:23]=[CH:22][C:21]([S:24]([CH3:27])(=[O:26])=[O:25])=[CH:20][CH:19]=1)([C:4]([CH3:7])([CH3:6])[CH3:5])([CH3:3])[CH3:2].[NH2:30][C:31]1[CH:39]=[C:38]([O:40][CH3:41])[CH:37]=[C:36]([O:42][CH3:43])[C:32]=1[C:33]([NH2:35])=[O:34].OS([O-])=O.[Na+].O.C1(C)C=CC(S(O)(=O)=O)=CC=1, predict the reaction product.